Dataset: Catalyst prediction with 721,799 reactions and 888 catalyst types from USPTO. Task: Predict which catalyst facilitates the given reaction. (1) Reactant: [C:1]([NH:4][C@H:5]1[C@@H:10]([N:11]2[CH2:15][CH2:14][C@H:13]([NH:16][C:17]([O:19][CH2:20][C:21]3[CH:26]=[CH:25][CH:24]=[CH:23][CH:22]=3)=[O:18])[C:12]2=[O:27])[CH2:9][CH2:8][C@@H:7]([NH:28]C(=O)OC(C)(C)C)[CH2:6]1)(=[O:3])[CH3:2].C(O)(C(F)(F)F)=O. Product: [C:1]([NH:4][C@@H:5]1[CH2:6][C@H:7]([NH2:28])[CH2:8][CH2:9][C@@H:10]1[N:11]1[CH2:15][CH2:14][C@H:13]([NH:16][C:17](=[O:18])[O:19][CH2:20][C:21]2[CH:22]=[CH:23][CH:24]=[CH:25][CH:26]=2)[C:12]1=[O:27])(=[O:3])[CH3:2]. The catalyst class is: 4. (2) The catalyst class is: 670. Product: [C:1]([O:5][C:6]([N:8]([CH2:25][C@H:26]1[CH2:35][CH2:34][C:33]2[C:28](=[CH:29][CH:30]=[C:31]([C:36]3[CH:37]=[C:38]([CH:43]=[CH:44][CH:45]=3)[C:39]([OH:41])=[O:40])[CH:32]=2)[O:27]1)[CH2:9][C@H:10]([O:17][Si:18]([C:21]([CH3:24])([CH3:23])[CH3:22])([CH3:20])[CH3:19])[C:11]1[CH:12]=[N:13][CH:14]=[CH:15][CH:16]=1)=[O:7])([CH3:2])([CH3:3])[CH3:4]. Reactant: [C:1]([O:5][C:6]([N:8]([CH2:25][C@H:26]1[CH2:35][CH2:34][C:33]2[C:28](=[CH:29][CH:30]=[C:31]([C:36]3[CH:37]=[C:38]([CH:43]=[CH:44][CH:45]=3)[C:39]([O:41]C)=[O:40])[CH:32]=2)[O:27]1)[CH2:9][C@H:10]([O:17][Si:18]([C:21]([CH3:24])([CH3:23])[CH3:22])([CH3:20])[CH3:19])[C:11]1[CH:12]=[N:13][CH:14]=[CH:15][CH:16]=1)=[O:7])([CH3:4])([CH3:3])[CH3:2].[OH-].[Na+]. (3) Reactant: [O:1]1[CH:6]=[CH:5][CH2:4][CH2:3][CH2:2]1.C1(C)C=CC(S(O)(=O)=O)=CC=1.[CH3:18][O:19][C:20]1[N:25]=[CH:24][C:23]([OH:26])=[CH:22][CH:21]=1.O.ClCCl. Product: [CH3:18][O:19][C:20]1[CH:21]=[CH:22][C:23]([O:26][CH:6]2[CH2:5][CH2:4][CH2:3][CH2:2][O:1]2)=[CH:24][N:25]=1. The catalyst class is: 4. (4) Reactant: [CH3:1][C:2]1[CH:7]=[CH:6][CH:5]=[C:4]([CH3:8])[C:3]=1[CH2:9][NH:10][C:11]1[C:12]2[N:13]([C:25]([CH3:29])=[C:26]([CH3:28])[N:27]=2)[CH:14]=[C:15]([C:17]2[C:18]([O:23]C)=[N:19][CH:20]=[CH:21][CH:22]=2)[CH:16]=1.[I-].[Na+].[Cl:32][Si](C)(C)C.[OH-].[NH4+]. Product: [ClH:32].[CH3:1][C:2]1[CH:7]=[CH:6][CH:5]=[C:4]([CH3:8])[C:3]=1[CH2:9][NH:10][C:11]1[C:12]2[N:13]([C:25]([CH3:29])=[C:26]([CH3:28])[N:27]=2)[CH:14]=[C:15]([C:17]2[C:18](=[O:23])[NH:19][CH:20]=[CH:21][CH:22]=2)[CH:16]=1. The catalyst class is: 10. (5) Reactant: CCCP1(OP(CCC)(=O)OP(CCC)(=O)O1)=O.[NH2:19][C:20]1[C:21]([C:28]([NH2:30])=[O:29])=[N:22][NH:23][C:24]=1[CH:25]([CH3:27])[CH3:26].[N:31]1([CH2:37][CH2:38][O:39][C:40]2[CH:45]=[CH:44][CH:43]=[CH:42][C:41]=2[CH2:46][C:47](O)=[O:48])[CH2:36][CH2:35][O:34][CH2:33][CH2:32]1.C(N(CC)CC)C. Product: [CH:25]([C:24]1[NH:23][N:22]=[C:21]([C:28]([NH2:30])=[O:29])[C:20]=1[NH:19][C:47](=[O:48])[CH2:46][C:41]1[CH:42]=[CH:43][CH:44]=[CH:45][C:40]=1[O:39][CH2:38][CH2:37][N:31]1[CH2:36][CH2:35][O:34][CH2:33][CH2:32]1)([CH3:27])[CH3:26]. The catalyst class is: 3. (6) Reactant: [H-].[H-].[H-].[H-].[Li+].[Al+3].C([O:9][C:10]([C:12]1[C:16]2[CH:17]=[CH:18][C:19]([O:21][CH2:22][CH3:23])=[CH:20][C:15]=2[O:14][CH:13]=1)=O)C.[OH-].[Na+]. Product: [CH2:22]([O:21][C:19]1[CH:18]=[CH:17][C:16]2[C:12]([CH2:10][OH:9])=[CH:13][O:14][C:15]=2[CH:20]=1)[CH3:23]. The catalyst class is: 1. (7) Reactant: [Cl:1][C:2]1[CH:19]=[C:18]([F:20])[C:17]([N:21]2[C:26](=[O:27])[CH:25]=[C:24]([C:28]([F:31])([F:30])[F:29])[N:23]([CH3:32])[C:22]2=[O:33])=[CH:16][C:3]=1[O:4][C:5]1(S(C)(=O)=O)[CH2:10][CH:9]=[CH:8][NH:7][C:6]1=[O:11]. Product: [Cl:1][C:2]1[CH:19]=[C:18]([F:20])[C:17]([N:21]2[C:26](=[O:27])[CH:25]=[C:24]([C:28]([F:31])([F:30])[F:29])[N:23]([CH3:32])[C:22]2=[O:33])=[CH:16][C:3]=1[O:4][C:5]1[C:6](=[O:11])[NH:7][CH:8]=[CH:9][CH:10]=1. The catalyst class is: 11.